From a dataset of Experimentally validated miRNA-target interactions with 360,000+ pairs, plus equal number of negative samples. Binary Classification. Given a miRNA mature sequence and a target amino acid sequence, predict their likelihood of interaction. (1) The miRNA is mmu-miR-1194 with sequence GAAUGAGUAACUGCUAGAUCCU. The protein sequence of the target gene is MRLPKLLTFLLWYLAWLDLEFICTVLGAPDLGQRPQGTRPGLAKAEAKERPPLARNVFRPGGHSYGGGATNANARAKGGTGQTGGLTQPKKDEPKKLPPRPGGPEPKPGHPPQTRQATARTVTPKGQLPGGKAPPKAGSVPSSFLLKKAREPGPPREPKEPFRPPPITPHEYMLSLYRTLSDADRKGGNSSVKLEAGLANTITSFIDKGQDDRGPVVRKQRYVFDISALEKDGLLGAELRILRKKPSDTAKPAAPGGGRAAQLKLSSCPSGRQPASLLDVRSVPGLDGSGWEVFDIWKLF.... Result: 0 (no interaction). (2) The miRNA is hsa-miR-519a-3p with sequence AAAGUGCAUCCUUUUAGAGUGU. The protein sequence of the target gene is MSTSFTMIGGEGPNSYREHSKYQGALVIAAKEKINEAISTKLDIDFTSNLVNIADFGCSSGPNTFTAVQTLIDAVENKYKKESNIEGIEFQVFFNDSSNNDFNTLFKTLPPARLYFASGVPGSFFGRVLPKNSLHVGVSSYSLHFVSKVPKEIKDRDSLVWNKDIHCSGSSKEVVKLYLGQYKIDVGSFLTARAQELVSGGLLLLLGSCRPTGVQMFETVEGMMIDFIGSSLNEIANQGLIDQQKLDTFKLPIYAPNVDELKQIIEDNKCFTIEAFEKISHAKGEYPLDPEYLTSAFKVT.... Result: 0 (no interaction). (3) Result: 1 (interaction). The protein sequence of the target gene is MASPVAIAAQAGKLLRERALRPLLAVRSQAGHLTPRRWLNLQEYQSKKLMSEHGVRVQRFFVANTAKEALEAAKRLNAKEIVLKAQILAGGRGKGVFNSGLKGGVHLTKDPKVVGELAQQMIGYNLATKQTPKEGVKVNKVMVAEALDISRETYLAILMDRSHNGPVIVGSPQGGVDIEEVAASSPELIFKEQIDIFEGIKDSQAQRMAENLGFLGSLKNQAADQITKLYHLFLKIDATQVEVNPFGETPEGQVVCFDAKINFDDNAEFRQKDIFAMDDKSENEPIENEAARYDLKYIGL.... The miRNA is mmu-miR-124-3p with sequence UAAGGCACGCGGUGAAUGCC. (4) The miRNA is hsa-miR-1205 with sequence UCUGCAGGGUUUGCUUUGAG. The protein sequence of the target gene is MDPKAGGGGEEDDCVDSGAETGGSDYSHLSSTSSELSVEEAQDPFLVSIHIIADPGESQPLQEAIDNVLAWIHPDLPLFRVSERRASRRRRKPPKGAQPALAVVLFLQEEYGEEQILQLHRTLQQPPWRHHHTEQVHGRFLPYLPCSQDFFTLAPGTPLWAIRPVHYGKEIVRFTVYCRYDNYADSLRFYQLILRRSPSQKKADFCIFPIFSNLDVDIQFSLKRLPCDQCPVPTDSSVLEFRVRDIGELVPLLPNPCSPISEGRWQTEDHDGNKILLQAQRVHKKFPKPGRVHHASEKKR.... Result: 0 (no interaction). (5) The miRNA is hsa-miR-6884-3p with sequence CCCAUCACCUUUCCGUCUCCCCU. The protein sequence of the target gene is MFQAFPGDYDSGSRCSSSPSAESQYLSSVDSFGSPPTAAASQECAGLGEMPGSFVPTVTAITTSQDLQWLVQPTLISSMAQSQGQPLASQPPAVDPYDMPGTSYSTPGLSAYSTGGASGSGGPSTSTTTSGPVSARPARARPRRPREETLTPEEEEKRRVRRERNKLAAAKCRNRRRELTDRLQAETDQLEEEKAELESEIAELQKEKERLEFVLVAHKPGCKIPYEEGPGPGPLAEVRDLPGSTSAKEDGFGWLLPPPPPPPLPFQSSRDAPPNLTASLFTHSEVQVLGDPFPVVSPSY.... Result: 0 (no interaction). (6) The miRNA is mmu-miR-669l-5p with sequence AGUUGUGUGUGCAUGUAUAUGU. The protein sequence of the target gene is MMNQSQRMAPVGSDKELSDLLDFSMMFPLPVANGKSRPASLGGTQFAGSGLEDRPSSGSWGSSDQNSSSFDPSRTYSEGAHFSDSHSSLPPSTFLGAGLGGKGSERNAYATFGRDTSVGTLSQAGFLPGELSLSSPGPLSPSGIKSSSQYYPSFPSNPRRRAADGGLDTQPKKVRKVPPGLPSSVYPPSSGDSYSRDAAAYPSAKTPSSAYPSPFYVADGSLHPSAELWSTPSQVGFGPMLGDGSSPLPLAPGSSSVGSGTFGGLQQQDRMGYQLHGSEVNGSLPAVSSFSAAPGTYSGT.... Result: 0 (no interaction). (7) The miRNA is hsa-miR-4298 with sequence CUGGGACAGGAGGAGGAGGCAG. The protein sequence of the target gene is MTDPFCVGGRRLPGSSKSGPGKDGSRKEVRLPMLHDPPKMGMPVVRGGQTVPGQAPLCFDPGSPASDKTEGKKKGRPKAENQALRDIPLSLMNDWKDEFKAHSRVKCPNSGCWLEFPSIYGLKYHYQRCQGGAISDRLAFPCPFCEAAFTSKTQLEKHRIWNHMDRPLPASKPGPISRPVTISRPVGVSKPIGVSKPVTIGKPVGVSKPIGISKPVSVGRPMPVTKAIPVTRPVPVTKPVTVSRPMPVTKAMPVTKPITVTKSVPVTKPVPVTKPITVTKLVTVTKPVPVTKPVTVSRPI.... Result: 0 (no interaction).